Dataset: Reaction yield outcomes from USPTO patents with 853,638 reactions. Task: Predict the reaction yield, written as a fraction of the theoretical maximum amount of product (1.0 means a 100% yield; for example, 0.34 means a 34% yield). (1) The reactants are [C:1]1(=[CH:7][CH2:8][C:9]2([CH3:38])[C:18]3[C:13](=[CH:14][CH:15]=[CH:16][CH:17]=3)[C:12]([OH:19])=[C:11]([C:20]3[NH:25][C:24]4[CH:26]=[CH:27][C:28]([NH:30][S:31]([CH3:34])(=[O:33])=[O:32])=[CH:29][C:23]=4[S:22](=[O:36])(=[O:35])[N:21]=3)[C:10]2=[O:37])[CH2:6][CH2:5][CH2:4][CH2:3][CH2:2]1.[H][H]. The catalyst is [Pd].CO.O1CCCC1. The product is [CH:1]1([CH2:7][CH2:8][C:9]2([CH3:38])[C:18]3[C:13](=[CH:14][CH:15]=[CH:16][CH:17]=3)[C:12]([OH:19])=[C:11]([C:20]3[NH:25][C:24]4[CH:26]=[CH:27][C:28]([NH:30][S:31]([CH3:34])(=[O:33])=[O:32])=[CH:29][C:23]=4[S:22](=[O:35])(=[O:36])[N:21]=3)[C:10]2=[O:37])[CH2:6][CH2:5][CH2:4][CH2:3][CH2:2]1. The yield is 1.00. (2) The reactants are [C:1](Cl)(=[O:3])[CH3:2].[CH3:5][C:6]1([CH3:20])[CH2:12][CH2:11][CH2:10][NH:9][C:8]2[CH:13]=[C:14]([N+:17]([O-:19])=[O:18])[CH:15]=[CH:16][C:7]1=2.C([O-])(O)=O.[Na+].O. The catalyst is C(Cl)Cl. The product is [CH3:5][C:6]1([CH3:20])[CH2:12][CH2:11][CH2:10][N:9]([C:1](=[O:3])[CH3:2])[C:8]2[CH:13]=[C:14]([N+:17]([O-:19])=[O:18])[CH:15]=[CH:16][C:7]1=2. The yield is 0.640. (3) The reactants are Cl[C:2]1[CH:7]=[C:6]([C:8]2[CH:13]=[C:12]([Br:14])[CH:11]=[CH:10][C:9]=2[O:15][CH2:16][CH3:17])[N:5]=[C:4]([NH2:18])[N:3]=1.[NH2:19][C:20]1[CH:28]=[CH:27][C:23]([CH2:24][CH2:25][OH:26])=[CH:22][CH:21]=1. No catalyst specified. The product is [NH2:18][C:4]1[N:3]=[C:2]([NH:19][C:20]2[CH:28]=[CH:27][C:23]([CH2:24][CH2:25][OH:26])=[CH:22][CH:21]=2)[CH:7]=[C:6]([C:8]2[CH:13]=[C:12]([Br:14])[CH:11]=[CH:10][C:9]=2[O:15][CH2:16][CH3:17])[N:5]=1. The yield is 0.950. (4) The reactants are Br[C:2]1[CH:7]=[C:6]([Br:8])[CH:5]=[C:4]([Br:9])[CH:3]=1.[Li]CCCC.[C:15]([C:17]1[CH:18]=[N:19][CH:20]=[CH:21][CH:22]=1)#N.C([O:25]CC)C. No catalyst specified. The product is [Br:9][C:4]1[CH:3]=[C:2]([C:15]([C:17]2[CH:18]=[N:19][CH:20]=[CH:21][CH:22]=2)=[O:25])[CH:7]=[C:6]([Br:8])[CH:5]=1. The yield is 0.810. (5) The reactants are [CH3:1][O:2][C:3]1[CH:4]=[C:5]2[C:10](=[CH:11][CH:12]=1)[N:9]=[CH:8][CH:7]=[C:6]2[C@@H:13]1[CH2:15][O:14]1.[C:16]([O:20][C:21]([N:23]1[CH2:28][CH2:27][NH:26][CH2:25][CH2:24]1)=[O:22])([CH3:19])([CH3:18])[CH3:17].Cl([O-])(=O)(=O)=O.[Li+]. The catalyst is C(#N)C. The product is [C:16]([O:20][C:21]([N:23]1[CH2:28][CH2:27][N:26]([CH2:15][C@H:13]([OH:14])[C:6]2[C:5]3[C:10](=[CH:11][CH:12]=[C:3]([O:2][CH3:1])[CH:4]=3)[N:9]=[CH:8][CH:7]=2)[CH2:25][CH2:24]1)=[O:22])([CH3:19])([CH3:17])[CH3:18]. The yield is 0.920.